Predict the reaction yield, written as a fraction of the theoretical maximum amount of product (1.0 means a 100% yield; for example, 0.34 means a 34% yield). From a dataset of Reaction yield outcomes from USPTO patents with 853,638 reactions. (1) The reactants are [NH2:1][C:2]1[CH:10]=[CH:9][CH:8]=[C:7]([F:11])[C:3]=1[C:4]([OH:6])=O.O=S(Cl)Cl.[Cl:16][C:17]1[CH:23]=[CH:22][CH:21]=[CH:20][C:18]=1[NH2:19].C(Cl)(Cl)Cl. The catalyst is C1C=CC=CC=1. The product is [NH2:1][C:2]1[CH:10]=[CH:9][CH:8]=[C:7]([F:11])[C:3]=1[C:4]([NH:19][C:18]1[CH:20]=[CH:21][CH:22]=[CH:23][C:17]=1[Cl:16])=[O:6]. The yield is 0.600. (2) The reactants are [OH:1][C@@:2]1([C:9]#[C:10][C:11]2[CH:12]=[C:13]([N:17]3[C:25]4[CH2:24][CH2:23][N:22]([S:26]([CH3:29])(=[O:28])=[O:27])[CH2:21][C:20]=4[C:19]([C:30]([O:32]CC)=O)=[N:18]3)[CH:14]=[CH:15][CH:16]=2)[CH2:6][CH2:5][N:4]([CH3:7])[C:3]1=[O:8].[NH3:35]. The catalyst is CO. The product is [OH:1][C@@:2]1([C:9]#[C:10][C:11]2[CH:12]=[C:13]([N:17]3[C:25]4[CH2:24][CH2:23][N:22]([S:26]([CH3:29])(=[O:28])=[O:27])[CH2:21][C:20]=4[C:19]([C:30]([NH2:35])=[O:32])=[N:18]3)[CH:14]=[CH:15][CH:16]=2)[CH2:6][CH2:5][N:4]([CH3:7])[C:3]1=[O:8]. The yield is 0.280. (3) The reactants are [CH3:1][C:2]1[NH:6][C:5]([C:7]([O:9][CH2:10][CH3:11])=[O:8])=[N:4][CH:3]=1.C1C(=O)N([Br:19])C(=O)C1. No catalyst specified. The product is [Br:19][C:3]1[N:4]=[C:5]([C:7]([O:9][CH2:10][CH3:11])=[O:8])[NH:6][C:2]=1[CH3:1]. The yield is 0.940. (4) The reactants are [CH2:1]([N:3]1[CH:7]=[C:6]([NH:8][C:9]2[N:14]=[CH:13][C:12]([CH2:15][CH2:16][C:17]3[CH:18]=[C:19]([CH:24]=[C:25]([O:28][CH3:29])[C:26]=3[F:27])[C:20]([O:22]C)=[O:21])=[CH:11][N:10]=2)[CH:5]=[N:4]1)[CH3:2].[OH-].[Na+]. The catalyst is CO. The product is [CH2:1]([N:3]1[CH:7]=[C:6]([NH:8][C:9]2[N:14]=[CH:13][C:12]([CH2:15][CH2:16][C:17]3[CH:18]=[C:19]([CH:24]=[C:25]([O:28][CH3:29])[C:26]=3[F:27])[C:20]([OH:22])=[O:21])=[CH:11][N:10]=2)[CH:5]=[N:4]1)[CH3:2]. The yield is 0.797. (5) The reactants are [Cl:1][C:2]1[CH:10]=[CH:9][C:8]([Cl:11])=[CH:7][C:3]=1[C:4]([OH:6])=[O:5].[N+:12]([O-])([OH:14])=[O:13]. The catalyst is OS(O)(=O)=O. The product is [Cl:1][C:2]1[C:10]([N+:12]([O-:14])=[O:13])=[CH:9][C:8]([Cl:11])=[CH:7][C:3]=1[C:4]([OH:6])=[O:5]. The yield is 0.480. (6) The reactants are Br[CH2:2][CH2:3][CH2:4][CH2:5][CH2:6][CH2:7][O:8][CH2:9][C:10]([C:13]1[CH:18]=[CH:17][CH:16]=[CH:15][CH:14]=1)([F:12])[F:11].[CH2:19]([NH2:26])[C:20]1[CH:25]=[CH:24][CH:23]=[CH:22][CH:21]=1. The catalyst is C(OCC)C. The product is [CH2:19]([NH:26][CH2:2][CH2:3][CH2:4][CH2:5][CH2:6][CH2:7][O:8][CH2:9][C:10]([F:12])([F:11])[C:13]1[CH:18]=[CH:17][CH:16]=[CH:15][CH:14]=1)[C:20]1[CH:25]=[CH:24][CH:23]=[CH:22][CH:21]=1. The yield is 0.590. (7) The reactants are [CH:1]1([C:4]2[CH:12]=[C:11]([CH3:13])[C:7]([C:8]([NH2:10])=[O:9])=[C:6]([F:14])[CH:5]=2)[CH2:3][CH2:2]1.[CH3:15]OC(OC)N(C)C.CC(C)([O-])C.[K+].C1COCC1.Cl. The catalyst is CC1CCCO1. The product is [CH:1]1([C:4]2[CH:12]=[C:11]3[C:7](=[C:6]([F:14])[CH:5]=2)[C:8](=[O:9])[NH:10][CH:15]=[CH:13]3)[CH2:2][CH2:3]1. The yield is 0.770. (8) The reactants are [CH3:1][O:2][C:3]1[C:4]([O:30][CH3:31])=[CH:5][C:6]2[C:15]3[C:10](=[C:11]4[CH:19]=[C:18]5[O:20][CH2:21][O:22][C:17]5=[CH:16][C:12]4=[N:13][CH:14]=3)[N:9]([CH2:23][CH2:24][N:25]([CH3:27])[CH3:26])[C:8](=O)[C:7]=2[CH:29]=1.[H-].[H-].[H-].[H-].[Li+].[Al+3]. The catalyst is C1COCC1. The product is [CH3:1][O:2][C:3]1[C:4]([O:30][CH3:31])=[CH:5][C:6]2[C:15]3[C:10](=[C:11]4[CH:19]=[C:18]5[O:20][CH2:21][O:22][C:17]5=[CH:16][C:12]4=[N:13][CH:14]=3)[N:9]([CH2:23][CH2:24][N:25]([CH3:26])[CH3:27])[CH2:8][C:7]=2[CH:29]=1. The yield is 0.850. (9) The reactants are [F:1][C:2]([F:11])([F:10])[C:3]1[CH:4]=[CH:5][C:6]([NH2:9])=[N:7][CH:8]=1.[CH:12]([C:14]1[CH:15]=[C:16]([CH:19]=[CH:20][CH:21]=1)[C:17]#[N:18])=O.O.C1(C)C=CC(S(O)(=O)=O)=CC=1.[N+:34]([C:36]([CH3:39])([CH3:38])[CH3:37])#[C-:35]. The catalyst is CO. The product is [C:36]([NH:34][C:35]1[N:7]2[CH:8]=[C:3]([C:2]([F:1])([F:10])[F:11])[CH:4]=[CH:5][C:6]2=[N:9][C:12]=1[C:14]1[CH:15]=[C:16]([CH:19]=[CH:20][CH:21]=1)[C:17]#[N:18])([CH3:39])([CH3:38])[CH3:37]. The yield is 0.271. (10) The reactants are [Cl:1][C:2]1[CH:3]=[CH:4][C:5]([NH:8][C:9](=[O:25])[C:10]2[CH:15]=[C:14]([CH3:16])[CH:13]=[CH:12][C:11]=2[NH:17][CH2:18][CH:19]2[CH2:24][CH2:23][NH:22][CH2:21][CH2:20]2)=[N:6][CH:7]=1.C([BH3-])#N.[Na+].[CH3:30][C:31]([CH3:33])=O. The catalyst is CO.C(O)(=O)C. The product is [Cl:1][C:2]1[CH:3]=[CH:4][C:5]([NH:8][C:9](=[O:25])[C:10]2[CH:15]=[C:14]([CH3:16])[CH:13]=[CH:12][C:11]=2[NH:17][CH2:18][CH:19]2[CH2:24][CH2:23][N:22]([CH:31]([CH3:33])[CH3:30])[CH2:21][CH2:20]2)=[N:6][CH:7]=1. The yield is 0.690.